From a dataset of Reaction yield outcomes from USPTO patents with 853,638 reactions. Predict the reaction yield, written as a fraction of the theoretical maximum amount of product (1.0 means a 100% yield; for example, 0.34 means a 34% yield). (1) The reactants are C(N)(C)C.[CH3:5][Si:6]([C:9]#[CH:10])([CH3:8])[CH3:7].[CH3:11][O:12][CH:13]1[CH2:22][CH2:21][C:20]2[C:15](=[CH:16][CH:17]=[C:18](Br)[CH:19]=2)[CH2:14]1. The catalyst is CO.O1CCOCC1.C1C=CC(C#N)=CC=1.C1C=CC(C#N)=CC=1.Cl[Pd]Cl.[Cu](I)I.C(P(C(C)(C)C)C(C)(C)C)(C)(C)C. The product is [CH3:11][O:12][CH:13]1[CH2:22][CH2:21][C:20]2[CH:19]=[C:18]([C:10]#[C:9][Si:6]([CH3:8])([CH3:7])[CH3:5])[CH:17]=[CH:16][C:15]=2[CH2:14]1. The yield is 0.930. (2) The reactants are [C:1]([C:4]1[CH:9]=[CH:8][C:7]([CH2:10][C:11]([O:13]CC)=[O:12])=[C:6]([NH:16][C:17]([O:19][CH2:20][CH:21]=[CH2:22])=[O:18])[CH:5]=1)(=[O:3])[CH3:2].[OH-].[Na+].Cl. The catalyst is C(O)C. The product is [C:1]([C:4]1[CH:9]=[CH:8][C:7]([CH2:10][C:11]([OH:13])=[O:12])=[C:6]([NH:16][C:17]([O:19][CH2:20][CH:21]=[CH2:22])=[O:18])[CH:5]=1)(=[O:3])[CH3:2]. The yield is 0.700.